From a dataset of Catalyst prediction with 721,799 reactions and 888 catalyst types from USPTO. Predict which catalyst facilitates the given reaction. (1) Reactant: [C:1]([O:5][C:6]([N:8]1[CH2:14][CH2:13][CH2:12][C:11](=[O:15])[CH2:10][CH2:9]1)=[O:7])([CH3:4])([CH3:3])[CH3:2].[BH4-].[Li+].Cl. Product: [C:1]([O:5][C:6]([N:8]1[CH2:14][CH2:13][CH2:12][CH:11]([OH:15])[CH2:10][CH2:9]1)=[O:7])([CH3:4])([CH3:2])[CH3:3]. The catalyst class is: 111. (2) Reactant: [Br:1][C:2]1[CH:7]=[CH:6][C:5]([CH2:8][CH2:9][CH2:10][C:11]2[NH:15][C:14](=[O:16])[N:13]([CH2:17][C:18]3[CH:23]=[CH:22][C:21]([C:24]([CH3:27])([CH3:26])[CH3:25])=[CH:20][CH:19]=3)[N:12]=2)=[CH:4][CH:3]=1.[H-].[Na+].[CH:30]1([CH2:33]Br)[CH2:32][CH2:31]1. Product: [Br:1][C:2]1[CH:7]=[CH:6][C:5]([CH2:8][CH2:9][CH2:10][C:11]2[N:15]([CH2:33][CH:30]3[CH2:32][CH2:31]3)[C:14](=[O:16])[N:13]([CH2:17][C:18]3[CH:19]=[CH:20][C:21]([C:24]([CH3:27])([CH3:26])[CH3:25])=[CH:22][CH:23]=3)[N:12]=2)=[CH:4][CH:3]=1. The catalyst class is: 215. (3) Reactant: [F:1][C:2]([F:6])([F:5])[CH2:3][OH:4].C(N(CC)CC)C.[CH3:14][S:15](Cl)(=[O:17])=[O:16]. Product: [CH3:14][S:15]([O:4][CH2:3][C:2]([F:6])([F:5])[F:1])(=[O:17])=[O:16]. The catalyst class is: 13. (4) Reactant: [C:1]([C:3]1[CH:4]=[C:5]([CH:28]=[CH:29][CH:30]=1)[O:6][C:7]1[CH:8]=[C:9]([CH2:13][CH:14]([NH:20]C(=O)OC(C)(C)C)[C:15]([N:17]([CH3:19])[CH3:18])=[O:16])[CH:10]=[CH:11][CH:12]=1)#[N:2].[ClH:31]. Product: [ClH:31].[NH2:20][CH:14]([CH2:13][C:9]1[CH:10]=[CH:11][CH:12]=[C:7]([O:6][C:5]2[CH:28]=[CH:29][CH:30]=[C:3]([C:1]#[N:2])[CH:4]=2)[CH:8]=1)[C:15]([N:17]([CH3:19])[CH3:18])=[O:16]. The catalyst class is: 12. (5) Reactant: [CH3:1][C:2]1[CH:3]=[C:4]([N:9]2[C:13](=[O:14])/[C:12](=[N:15]\[NH:16][C:17]3[C:18]([OH:32])=[C:19]([C:23]4[CH:28]=[CH:27][CH:26]=[C:25]([C:29]([OH:31])=[O:30])[CH:24]=4)[CH:20]=[CH:21][CH:22]=3)/[C:11]([CH3:33])=[N:10]2)[CH:5]=[CH:6][C:7]=1[CH3:8].[CH2:34]([CH2:36][NH2:37])[OH:35]. Product: [CH2:13]([CH2:12][NH2:15])[OH:14].[CH2:34]([CH2:36][NH2:37])[OH:35].[CH3:1][C:2]1[CH:3]=[C:4]([N:9]2[C:13](=[O:14])/[C:12](=[N:15]\[NH:16][C:17]3[C:18]([OH:32])=[C:19]([C:23]4[CH:28]=[CH:27][CH:26]=[C:25]([C:29]([OH:31])=[O:30])[CH:24]=4)[CH:20]=[CH:21][CH:22]=3)/[C:11]([CH3:33])=[N:10]2)[CH:5]=[CH:6][C:7]=1[CH3:8]. The catalyst class is: 1. (6) Reactant: Cl[C:2]1[N:7]=[C:6]([C:8]2([S:21]([CH3:24])(=[O:23])=[O:22])[CH2:13][CH2:12][N:11](C(OC(C)(C)C)=O)[CH2:10][CH2:9]2)[CH:5]=[C:4]([N:25]2[CH2:30][CH2:29][O:28][CH2:27][CH2:26]2)[N:3]=1.C(=O)([O-])[O-].[Na+].[Na+].[NH:37]1[C:45]2[C:40](=[C:41](B(O)O)[CH:42]=[CH:43][CH:44]=2)[CH:39]=[CH:38]1. Product: [CH3:24][S:21]([C:8]1([C:6]2[CH:5]=[C:4]([N:25]3[CH2:30][CH2:29][O:28][CH2:27][CH2:26]3)[N:3]=[C:2]([C:41]3[CH:42]=[CH:43][CH:44]=[C:45]4[C:40]=3[CH:39]=[CH:38][NH:37]4)[N:7]=2)[CH2:13][CH2:12][NH:11][CH2:10][CH2:9]1)(=[O:22])=[O:23]. The catalyst class is: 149. (7) The catalyst class is: 2. Reactant: [C:1]([O:5][C:6]([NH:8][CH:9]([CH2:13][C:14]([F:17])([F:16])[F:15])[C:10]([OH:12])=O)=[O:7])([CH3:4])([CH3:3])[CH3:2].CCN(CC)CC.C(Cl)(=O)OCC(C)C.[NH2:33][CH2:34][C:35]([O:37][CH3:38])=[O:36]. Product: [C:1]([O:5][C:6]([NH:8][CH:9]([CH2:13][C:14]([F:17])([F:16])[F:15])[C:10]([NH:33][CH2:34][C:35]([O:37][CH3:38])=[O:36])=[O:12])=[O:7])([CH3:2])([CH3:3])[CH3:4]. (8) The catalyst class is: 35. Product: [CH2:23]([O:27][C:28]1[CH:33]=[CH:32][C:31]([S:34]([NH:37][CH2:38][C@H:39]([N:43]2[CH2:48][CH2:47][N:46]([S:49]([CH3:52])(=[O:51])=[O:50])[CH2:45][CH2:44]2)[C:40]([NH:2][OH:1])=[O:42])(=[O:35])=[O:36])=[CH:30][CH:29]=1)[C:24]#[C:25][CH3:26]. Reactant: [OH:1][N:2]1C2C=CC=CC=2N=N1.Cl.C(N=C=NCCCN(C)C)C.[CH2:23]([O:27][C:28]1[CH:33]=[CH:32][C:31]([S:34]([NH:37][CH2:38][C@H:39]([N:43]2[CH2:48][CH2:47][N:46]([S:49]([CH3:52])(=[O:51])=[O:50])[CH2:45][CH2:44]2)[C:40]([OH:42])=O)(=[O:36])=[O:35])=[CH:30][CH:29]=1)[C:24]#[C:25][CH3:26].C(O)(=O)CC(CC(O)=O)(C(O)=O)O.C(=O)([O-])O.[Na+].